Dataset: Peptide-MHC class II binding affinity with 134,281 pairs from IEDB. Task: Regression. Given a peptide amino acid sequence and an MHC pseudo amino acid sequence, predict their binding affinity value. This is MHC class II binding data. (1) The binding affinity (normalized) is 0.581. The MHC is DRB1_0801 with pseudo-sequence DRB1_0801. The peptide sequence is KLAQRRVFHGVAKNP. (2) The peptide sequence is RVTKQYIVTTLMKTSCSK. The MHC is DRB1_0101 with pseudo-sequence DRB1_0101. The binding affinity (normalized) is 0.242. (3) The peptide sequence is GAMLVGQVTLLDLLK. The MHC is DRB4_0103 with pseudo-sequence DRB4_0103. The binding affinity (normalized) is 0.750. (4) The peptide sequence is RELWWVFYAAD. The binding affinity (normalized) is 0.251. The MHC is HLA-DQA10501-DQB10201 with pseudo-sequence HLA-DQA10501-DQB10201. (5) The peptide sequence is SQDLESSWNLNGLQAY. The MHC is HLA-DQA10301-DQB10302 with pseudo-sequence HLA-DQA10301-DQB10302. The binding affinity (normalized) is 0.476. (6) The peptide sequence is PVGFFTALAVLIECH. The MHC is DRB1_0701 with pseudo-sequence DRB1_0701. The binding affinity (normalized) is 0.692. (7) The peptide sequence is AAAGAEAGKATTEEQ. The MHC is DRB1_0802 with pseudo-sequence DRB1_0802. The binding affinity (normalized) is 0.